From a dataset of Catalyst prediction with 721,799 reactions and 888 catalyst types from USPTO. Predict which catalyst facilitates the given reaction. Reactant: [CH3:1][O:2][C:3]1[CH:4]=[C:5]([NH:11][C:12]2[C:13]3[N:29]=[CH:28][S:27][C:14]=3[N:15]=[C:16]([C:18]3[CH:19]=[C:20]([CH:24]=[CH:25][CH:26]=3)[C:21](O)=[O:22])[N:17]=2)[CH:6]=[CH:7][C:8]=1[O:9][CH3:10].[NH:30]1[C:38]2[C:33](=[CH:34][C:35]([NH2:39])=[CH:36][CH:37]=2)[CH:32]=[N:31]1.CCN=C=NCCCN(C)C.CN1C=CN=C1. Product: [CH3:1][O:2][C:3]1[CH:4]=[C:5]([NH:11][C:12]2[C:13]3[N:29]=[CH:28][S:27][C:14]=3[N:15]=[C:16]([C:18]3[CH:19]=[C:20]([CH:24]=[CH:25][CH:26]=3)[C:21]([NH:39][C:35]3[CH:34]=[C:33]4[C:38](=[CH:37][CH:36]=3)[NH:30][N:31]=[CH:32]4)=[O:22])[N:17]=2)[CH:6]=[CH:7][C:8]=1[O:9][CH3:10]. The catalyst class is: 2.